Dataset: Forward reaction prediction with 1.9M reactions from USPTO patents (1976-2016). Task: Predict the product of the given reaction. Given the reactants [Br:1][C:2]1[C:3](=[O:26])[N:4]([CH2:18][CH2:19][C:20]2[CH:25]=[CH:24][CH:23]=[CH:22][CH:21]=2)[C:5]([C:11]2[CH:16]=[CH:15][CH:14]=[CH:13][C:12]=2[OH:17])=[N:6][C:7]=1[CH2:8]OC.C(Br)(Br)(Br)[Br:28].C1(P(C2C=CC=CC=2)C2C=CC=CC=2)C=CC=CC=1, predict the reaction product. The product is: [Br:1][C:2]1[C:3](=[O:26])[N:4]([CH2:18][CH2:19][C:20]2[CH:25]=[CH:24][CH:23]=[CH:22][CH:21]=2)[C:5]([C:11]2[CH:16]=[CH:15][CH:14]=[CH:13][C:12]=2[OH:17])=[N:6][C:7]=1[CH2:8][Br:28].